From a dataset of Catalyst prediction with 721,799 reactions and 888 catalyst types from USPTO. Predict which catalyst facilitates the given reaction. (1) Reactant: [CH3:1][O:2][C:3]1[CH:4]=[C:5]2[C:10](=[CH:11][C:12]=1[O:13][CH3:14])[N:9]=[CH:8][N:7]=[C:6]2[O:15][C:16]1[CH:17]=[C:18]([CH:20]=[CH:21][CH:22]=1)[NH2:19].[CH:23]([C:26]1[CH:30]=[C:29]([NH:31][C:32](=O)[O:33]C2C=CC=CC=2)[N:28]([C:41]2[CH:46]=[CH:45][CH:44]=[CH:43][CH:42]=2)[N:27]=1)([CH3:25])[CH3:24]. Product: [CH3:1][O:2][C:3]1[CH:4]=[C:5]2[C:10](=[CH:11][C:12]=1[O:13][CH3:14])[N:9]=[CH:8][N:7]=[C:6]2[O:15][C:16]1[CH:17]=[C:18]([NH:19][C:32]([NH:31][C:29]2[N:28]([C:41]3[CH:42]=[CH:43][CH:44]=[CH:45][CH:46]=3)[N:27]=[C:26]([CH:23]([CH3:25])[CH3:24])[CH:30]=2)=[O:33])[CH:20]=[CH:21][CH:22]=1. The catalyst class is: 230. (2) Reactant: Cl[C:2]1[CH:17]=[C:6]2[C:7]3[C:12]([CH2:13][CH2:14][N:5]2[C:4](=[O:18])[N:3]=1)=[CH:11][C:10]([O:15][CH3:16])=[CH:9][CH:8]=3.[OH:19][CH2:20][CH2:21][NH2:22]. Product: [OH:19][CH2:20][CH2:21][NH:22][C:2]1[CH:17]=[C:6]2[C:7]3[C:12]([CH2:13][CH2:14][N:5]2[C:4](=[O:18])[N:3]=1)=[CH:11][C:10]([O:15][CH3:16])=[CH:9][CH:8]=3. The catalyst class is: 6. (3) Reactant: Cl[C:2]1[N:7]=[CH:6][C:5]([S:8]([N:11]2[CH2:20][CH2:19][C:18]3[C@:13]([C:31]([C:33]4[CH:38]=[CH:37][CH:36]=[CH:35][N:34]=4)=[O:32])([CH2:14][C:15]4[CH:23]=[N:22][N:21]([C:24]5[CH:29]=[CH:28][C:27]([F:30])=[CH:26][CH:25]=5)[C:16]=4[CH:17]=3)[CH2:12]2)(=[O:10])=[O:9])=[CH:4][CH:3]=1.[NH:39]1[CH2:43][CH2:42][CH2:41][CH2:40]1. Product: [F:30][C:27]1[CH:26]=[CH:25][C:24]([N:21]2[C:16]3[CH:17]=[C:18]4[C@:13]([C:31]([C:33]5[CH:38]=[CH:37][CH:36]=[CH:35][N:34]=5)=[O:32])([CH2:14][C:15]=3[CH:23]=[N:22]2)[CH2:12][N:11]([S:8]([C:5]2[CH:6]=[N:7][C:2]([N:39]3[CH2:43][CH2:42][CH2:41][CH2:40]3)=[CH:3][CH:4]=2)(=[O:10])=[O:9])[CH2:20][CH2:19]4)=[CH:29][CH:28]=1. The catalyst class is: 10. (4) Reactant: Cl.[C:2]([C:6]1[N:7]=[C:8]([C:16]2[CH:21]=[CH:20][C:19]([F:22])=[CH:18][CH:17]=2)[C:9]2[CH2:15][NH:14][CH2:13][CH2:12][C:10]=2[N:11]=1)([CH3:5])([CH3:4])[CH3:3].CCOC(C)=O.Cl. Product: [C:2]([C:6]1[N:7]=[C:8]([C:16]2[CH:17]=[CH:18][C:19]([F:22])=[CH:20][CH:21]=2)[C:9]2[CH2:15][NH:14][CH2:13][CH2:12][C:10]=2[N:11]=1)([CH3:5])([CH3:3])[CH3:4]. The catalyst class is: 12. (5) Reactant: [CH:1]([C:3]1[CH:4]=[CH:5][C:6]2[O:11][CH:10]([C:12]([F:15])([F:14])[F:13])[C:9]([C:16]([OH:18])=[O:17])=[CH:8][C:7]=2[CH:19]=1)=[O:2].[BH4-].[Na+]. Product: [OH:2][CH2:1][C:3]1[CH:4]=[CH:5][C:6]2[O:11][CH:10]([C:12]([F:14])([F:15])[F:13])[C:9]([C:16]([OH:18])=[O:17])=[CH:8][C:7]=2[CH:19]=1. The catalyst class is: 219. (6) Reactant: [F:1][C:2]1[CH:18]=[CH:17][C:5]([C:6]([NH:8][CH2:9][C:10]([C:12]2[S:13][CH:14]=[CH:15][CH:16]=2)=[O:11])=O)=[CH:4][CH:3]=1.[H-].[Na+].[C:21](#[N:24])[CH:22]=[CH2:23]. Product: [C:21]([CH2:22][CH2:23][C:9]1[N:8]=[C:6]([C:5]2[CH:17]=[CH:18][C:2]([F:1])=[CH:3][CH:4]=2)[O:11][C:10]=1[C:12]1[S:13][CH:14]=[CH:15][CH:16]=1)#[N:24]. The catalyst class is: 9. (7) Reactant: Br[C:2]1[CH:11]=[C:10]2[C:5]([CH:6]=[CH:7][N:8]=[CH:9]2)=[CH:4][CH:3]=1.C1COCC1.[Li]CCCC.[Sn:22](Cl)([CH2:31][CH2:32][CH2:33][CH3:34])([CH2:27][CH2:28][CH2:29][CH3:30])[CH2:23][CH2:24][CH2:25][CH3:26]. Product: [CH2:31]([Sn:22]([CH2:23][CH2:24][CH2:25][CH3:26])([CH2:27][CH2:28][CH2:29][CH3:30])[C:2]1[CH:11]=[C:10]2[C:5]([CH:6]=[CH:7][N:8]=[CH:9]2)=[CH:4][CH:3]=1)[CH2:32][CH2:33][CH3:34]. The catalyst class is: 28. (8) Reactant: Cl.[CH3:2][NH:3][O:4][CH3:5].[CH3:6][N:7]1[C:11]([C:12]([OH:14])=O)=[CH:10][CH:9]=[N:8]1.F[P-](F)(F)(F)(F)F.N1(OC(N(C)C)=[N+](C)C)C2N=CC=CC=2N=N1.C(N(C(C)C)CC)(C)C. Product: [CH3:5][O:4][N:3]([CH3:2])[C:12]([C:11]1[N:7]([CH3:6])[N:8]=[CH:9][CH:10]=1)=[O:14]. The catalyst class is: 145.